Predict the reaction yield, written as a fraction of the theoretical maximum amount of product (1.0 means a 100% yield; for example, 0.34 means a 34% yield). From a dataset of Reaction yield outcomes from USPTO patents with 853,638 reactions. (1) The reactants are [C:1]([N:5]([CH3:29])[C:6]([C:8]1[C:9]2[CH2:25][O:24][C:23]3[CH:22]=[C:21]([O:26][CH3:27])[C:20](Br)=[CH:19][C:18]=3[C:10]=2[N:11]([C:13]2[CH:17]=[CH:16][S:15][CH:14]=2)[N:12]=1)=[O:7])([CH3:4])([CH3:3])[CH3:2].[C:30]([Cu])#[N:31]. The catalyst is CN1C(=O)CCC1.[Cu]I. The product is [C:1]([N:5]([CH3:29])[C:6]([C:8]1[C:9]2[CH2:25][O:24][C:23]3[CH:22]=[C:21]([O:26][CH3:27])[C:20]([C:30]#[N:31])=[CH:19][C:18]=3[C:10]=2[N:11]([C:13]2[CH:17]=[CH:16][S:15][CH:14]=2)[N:12]=1)=[O:7])([CH3:4])([CH3:3])[CH3:2]. The yield is 0.0500. (2) The reactants are C(OC([N:8]1[CH2:15][C@@H:14]([C:16]([C:29]2[CH:34]=[CH:33][CH:32]=[CH:31][CH:30]=2)([C:23]2[CH:28]=[CH:27][CH:26]=[CH:25][CH:24]=2)[C:17]2[CH:22]=[CH:21][CH:20]=[CH:19][CH:18]=2)[CH2:13][C@H:9]1[C:10]([OH:12])=[S:11])=O)(C)(C)C.FC(F)(F)C(O)=O.[C:42]([O:59]N1C(=O)CCC1=O)([O:44][CH2:45][CH:46]1[C:58]2[C:53](=[CH:54][CH:55]=[CH:56][CH:57]=2)[C:52]2[C:47]1=[CH:48][CH:49]=[CH:50][CH:51]=2)=O. The catalyst is ClCCl.O1CCOCC1. The product is [CH:57]1[C:58]2[CH:46]([CH2:45][O:44][C:42]([N:8]3[CH2:15][C@@H:14]([C:16]([C:29]4[CH:34]=[CH:33][CH:32]=[CH:31][CH:30]=4)([C:17]4[CH:18]=[CH:19][CH:20]=[CH:21][CH:22]=4)[C:23]4[CH:28]=[CH:27][CH:26]=[CH:25][CH:24]=4)[CH2:13][C@H:9]3[C:10]([OH:12])=[S:11])=[O:59])[C:47]3[C:52](=[CH:51][CH:50]=[CH:49][CH:48]=3)[C:53]=2[CH:54]=[CH:55][CH:56]=1. The yield is 0.350. (3) The reactants are [CH2:1]([O:3][C:4]([C:6]1[CH:7]=[N:8][C:9]2[C:14]([C:15]=1Cl)=[CH:13][CH:12]=[CH:11][C:10]=2[O:17][CH3:18])=[O:5])[CH3:2].[CH3:19][C:20]([CH3:24])([CH3:23])[CH2:21][NH2:22]. No catalyst specified. The product is [CH2:1]([O:3][C:4]([C:6]1[CH:7]=[N:8][C:9]2[C:14]([C:15]=1[NH:22][CH2:21][C:20]([CH3:24])([CH3:23])[CH3:19])=[CH:13][CH:12]=[CH:11][C:10]=2[O:17][CH3:18])=[O:5])[CH3:2]. The yield is 1.00. (4) The reactants are [CH:1]([N:14]1[CH2:17][CH:16](I)[CH2:15]1)([C:8]1[CH:13]=[CH:12][CH:11]=[CH:10][CH:9]=1)[C:2]1[CH:7]=[CH:6][CH:5]=[CH:4][CH:3]=1.CN(P(N(C)C)(N(C)C)=O)C.[O:30]=[C:31]1[CH2:36][CH2:35][N:34]([C:37]([O:39][C:40]([CH3:43])([CH3:42])[CH3:41])=[O:38])[CH2:33][CH2:32]1.[NH4+].[Cl-]. The yield is 0.900. The catalyst is C1COCC1. The product is [CH:1]([N:14]1[CH2:17][CH:16]([C:31]2([OH:30])[CH2:32][CH2:33][N:34]([C:37]([O:39][C:40]([CH3:42])([CH3:41])[CH3:43])=[O:38])[CH2:35][CH2:36]2)[CH2:15]1)([C:8]1[CH:13]=[CH:12][CH:11]=[CH:10][CH:9]=1)[C:2]1[CH:7]=[CH:6][CH:5]=[CH:4][CH:3]=1. (5) The reactants are [CH:1]1([CH2:4][N:5]2[C:9]3[CH:10]=[CH:11][C:12]([S:14]([C:17]4([CH2:42][OH:43])[CH2:22][CH2:21][N:20](C(C5C=CC=CC=5)(C5C=CC=CC=5)C5C=CC=CC=5)[CH2:19][CH2:18]4)(=[O:16])=[O:15])=[CH:13][C:8]=3[N:7]=[C:6]2[CH2:44][C:45]([CH3:48])([CH3:47])[CH3:46])[CH2:3][CH2:2]1.FC(F)(F)C(O)=O. The catalyst is ClCCl. The product is [CH:1]1([CH2:4][N:5]2[C:9]3[CH:10]=[CH:11][C:12]([S:14]([C:17]4([CH2:42][OH:43])[CH2:22][CH2:21][NH:20][CH2:19][CH2:18]4)(=[O:16])=[O:15])=[CH:13][C:8]=3[N:7]=[C:6]2[CH2:44][C:45]([CH3:48])([CH3:47])[CH3:46])[CH2:3][CH2:2]1. The yield is 1.00. (6) The reactants are [C:1]([CH:3]([CH2:9][C:10]([C:12]1[C:17](F)=[CH:16][CH:15]=[CH:14][C:13]=1F)=O)[C:4]([O:6][CH2:7]C)=[O:5])#[N:2].C(OCC)(=O)C.[ClH:26]. The catalyst is C(OCC)(=O)C. The product is [Cl:26][C:1]1[NH:2][C:10]([C:12]2[CH:17]=[CH:16][CH:15]=[CH:14][CH:13]=2)=[CH:9][C:3]=1[C:4]([O:6][CH3:7])=[O:5]. The yield is 0.370. (7) The reactants are [Br:1][C:2]1[CH:7]=[CH:6][C:5]([O:8][CH3:9])=[CH:4][C:3]=1[N+:10]([O-])=O. The catalyst is O.C(O)(=O)C.[Fe]. The product is [Br:1][C:2]1[CH:7]=[CH:6][C:5]([O:8][CH3:9])=[CH:4][C:3]=1[NH2:10]. The yield is 0.570.